Dataset: Forward reaction prediction with 1.9M reactions from USPTO patents (1976-2016). Task: Predict the product of the given reaction. (1) The product is: [Cl:18][C:19]1[CH:24]=[CH:23][CH:22]=[C:21]([Cl:25])[C:20]=1[NH:26][C:27]([NH:1][C:2]1[CH:6]=[C:5]([C:7]2[CH:8]=[CH:9][C:10]([O:13][CH3:14])=[CH:11][CH:12]=2)[S:4][C:3]=1[C:15]([OH:17])=[O:16])=[O:28]. Given the reactants [NH2:1][C:2]1[CH:6]=[C:5]([C:7]2[CH:12]=[CH:11][C:10]([O:13][CH3:14])=[CH:9][CH:8]=2)[S:4][C:3]=1[C:15]([OH:17])=[O:16].[Cl:18][C:19]1[CH:24]=[CH:23][CH:22]=[C:21]([Cl:25])[C:20]=1[N:26]=[C:27]=[O:28].C(N(CC)CC)C.Cl, predict the reaction product. (2) Given the reactants [CH:1]1[CH:2]=[CH:3][C:4]2N(O)N=N[C:5]=2[CH:6]=1.C[CH2:12][N:13](C(C)C)C(C)C.CCN=C=NCCCN(C)C.Cl.Cl.[N:33]1([CH:39]=[O:40])[CH2:38][CH2:37][NH:36][CH2:35][CH2:34]1.[C:41]1([C:55]2[CH:60]=[CH:59][CH:58]=[CH:57][CH:56]=2)[CH:46]=[CH:45][C:44]([NH:47][C:48](=[O:54])[CH:49]([F:53])[C:50]([OH:52])=O)=[CH:43][CH:42]=1, predict the reaction product. The product is: [C:41]1([C:55]2[CH:60]=[CH:59][CH:58]=[CH:57][CH:56]=2)[CH:42]=[CH:43][C:44]([NH:47][C:48](=[O:54])[CH:49]([F:53])[C:50]([N:36]2[CH2:37][CH2:38][N:33]([C:39](=[O:40])[C:6]3[CH:1]=[CH:2][CH:3]=[C:4]([C:12]#[N:13])[CH:5]=3)[CH2:34][CH2:35]2)=[O:52])=[CH:45][CH:46]=1. (3) Given the reactants [I:1][C:2]1[NH:6][N:5]=[CH:4][CH:3]=1.[H-].[Na+].Br[CH2:10][C:11]1[CH:16]=[CH:15][C:14]([O:17][CH3:18])=[CH:13][CH:12]=1, predict the reaction product. The product is: [I:1][C:2]1[N:6]([CH2:10][C:11]2[CH:16]=[CH:15][C:14]([O:17][CH3:18])=[CH:13][CH:12]=2)[N:5]=[CH:4][CH:3]=1. (4) Given the reactants [CH3:1][C:2]1[N:3]=[C:4]([CH2:24][CH2:25][CH3:26])[N:5]([CH2:9][C:10]2[CH:15]=[CH:14][C:13]([C:16]3[C:17]([C:22]#[N:23])=[CH:18][CH:19]=[CH:20][CH:21]=3)=[CH:12][CH:11]=2)[C:6](=[O:8])[CH:7]=1.C([O-])(=O)C.[Na+].[Br:32]Br, predict the reaction product. The product is: [Br:32][C:7]1[C:6](=[O:8])[N:5]([CH2:9][C:10]2[CH:15]=[CH:14][C:13]([C:16]3[C:17]([C:22]#[N:23])=[CH:18][CH:19]=[CH:20][CH:21]=3)=[CH:12][CH:11]=2)[C:4]([CH2:24][CH2:25][CH3:26])=[N:3][C:2]=1[CH3:1]. (5) The product is: [OH:41][C:25]1[CH:24]=[CH:23][C:22]([C@@H:2]([OH:1])[CH2:3][NH:4][CH2:5][CH2:6][O:7][C:8]2[CH:9]=[CH:10][C:11]([C:14]3[CH:19]=[CH:18][C:17]([O:20][CH3:21])=[CH:16][CH:15]=3)=[CH:12][CH:13]=2)=[CH:27][C:26]=1[NH:28][S:29]([CH3:32])(=[O:31])=[O:30]. Given the reactants [OH:1][C@H:2]([C:22]1[CH:23]=[CH:24][C:25]([O:41]COCC[Si](C)(C)C)=[C:26]([N:28](COCC[Si](C)(C)C)[S:29]([CH3:32])(=[O:31])=[O:30])[CH:27]=1)[CH2:3][NH:4][CH2:5][CH2:6][O:7][C:8]1[CH:13]=[CH:12][C:11]([C:14]2[CH:19]=[CH:18][C:17]([O:20][CH3:21])=[CH:16][CH:15]=2)=[CH:10][CH:9]=1.O.F[B-](F)(F)F.[Li+], predict the reaction product. (6) Given the reactants Br[C:2]1[CH:3]=[CH:4][C:5](O)=[C:6]([C:8]2[CH:17]=[CH:16][C:15]3[C:10](=[CH:11][CH:12]=[C:13]([C:18]4[N:22]([CH:23]5[CH2:28][CH2:27][CH2:26][CH2:25][CH2:24]5)[C:21]5[CH:29]=[CH:30][C:31]([C:33]([OH:35])=[O:34])=[CH:32][C:20]=5[N:19]=4)[CH:14]=3)[N:9]=2)[CH:7]=1.[Cl:37][C:38]1[CH:39]=[C:40]2[C:48](=[CH:49][CH:50]=1)[N:47](C)[C:46]1C=CC(C(=O)C)=CC2=1.[OH-].[K+], predict the reaction product. The product is: [Cl:37][C:38]1[CH:50]=[C:49]2[C:48](=[CH:40][CH:39]=1)[N:47]([CH3:46])[C:3]1[CH:4]=[CH:5][C:6]([C:8]3[CH:17]=[CH:16][C:15]4[C:10](=[CH:11][CH:12]=[C:13]([C:18]5[N:22]([CH:23]6[CH2:24][CH2:25][CH2:26][CH2:27][CH2:28]6)[C:21]6[CH:29]=[CH:30][C:31]([C:33]([OH:35])=[O:34])=[CH:32][C:20]=6[N:19]=5)[CH:14]=4)[N:9]=3)=[CH:7][C:2]2=1. (7) Given the reactants [CH2:1]([C:3]1[CH:4]=[C:5]([N:12](C2C=CC=CC=2)[C:13](=[O:15])[O-])[C:6]([O:10][CH3:11])=[N:7][C:8]=1[CH3:9])[CH3:2].[N:22]1([C:27]2[N:32]=[C:31]([N:33]3[CH2:38][CH2:37][NH:36][CH2:35][CH2:34]3)[CH:30]=[C:29]([N:39]3[CH2:43][CH2:42][CH2:41][CH2:40]3)[N:28]=2)[CH2:26][CH2:25][CH2:24][CH2:23]1.C1CCN2C(=NCCC2)CC1.C(OCC)(=O)C, predict the reaction product. The product is: [CH2:1]([C:3]1[CH:4]=[C:5]([NH:12][C:13]([N:36]2[CH2:37][CH2:38][N:33]([C:31]3[CH:30]=[C:29]([N:39]4[CH2:43][CH2:42][CH2:41][CH2:40]4)[N:28]=[C:27]([N:22]4[CH2:26][CH2:25][CH2:24][CH2:23]4)[N:32]=3)[CH2:34][CH2:35]2)=[O:15])[C:6]([O:10][CH3:11])=[N:7][C:8]=1[CH3:9])[CH3:2]. (8) Given the reactants [N+:1]([C:4]1[CH:14]=[CH:13][C:7]2[NH:8][C:9](=[O:12])[CH2:10][O:11][C:6]=2[CH:5]=1)([O-:3])=[O:2].C[Si](C)(C)[N-][Si](C)(C)C.[K+].CS(O[CH2:30][CH2:31][CH2:32][N:33]([C:41]([O:43][CH2:44][C:45]1[CH:50]=[CH:49][CH:48]=[CH:47][CH:46]=1)=[O:42])[C:34]1[CH:39]=[CH:38][CH:37]=[CH:36][N+:35]=1[O-:40])(=O)=O, predict the reaction product. The product is: [N+:1]([C:4]1[CH:14]=[CH:13][C:7]2[N:8]([CH2:30][CH2:31][CH2:32][N:33]([C:41]([O:43][CH2:44][C:45]3[CH:50]=[CH:49][CH:48]=[CH:47][CH:46]=3)=[O:42])[C:34]3[CH:39]=[CH:38][CH:37]=[CH:36][N+:35]=3[O-:40])[C:9](=[O:12])[CH2:10][O:11][C:6]=2[CH:5]=1)([O-:3])=[O:2]. (9) Given the reactants [CH3:1][CH:2]([CH3:27])[C@H:3]([NH:23][C:24](=[O:26])[O-:25])[C:4](=[O:22])[N:5]1[C@H:10]([C:11]2[NH:12][C:13]([C:16]#[C:17][Si](C)(C)C)=[CH:14][N:15]=2)[CH2:9][C@@H:8]2[C@H:6]1[CH2:7]2.[CH3:28]O, predict the reaction product. The product is: [C:16]([C:13]1[NH:12][C:11]([C@@H:10]2[CH2:9][C@@H:8]3[C@@H:6]([CH2:7]3)[N:5]2[C:4](=[O:22])[C@@H:3]([NH:23][C:24](=[O:26])[O:25][CH3:28])[CH:2]([CH3:27])[CH3:1])=[N:15][CH:14]=1)#[CH:17]. (10) Given the reactants C([O:5][C:6](=[O:32])[C@H:7]([CH2:25][C:26]1[CH:31]=[CH:30][CH:29]=[CH:28][CH:27]=1)[NH:8][C:9](=[O:24])[C@@H:10]1[CH2:14][CH2:13][CH2:12][N:11]1[C:15](=[O:23])[C@H:16]([CH3:22])[CH2:17][S:18][C:19](=[O:21])[CH3:20])(C)(C)C, predict the reaction product. The product is: [C:19]([S:18][CH2:17][C@@H:16]([CH3:22])[C:15]([N:11]1[CH2:12][CH2:13][CH2:14][C@H:10]1[C:9]([NH:8][C@H:7]([C:6]([OH:32])=[O:5])[CH2:25][C:26]1[CH:27]=[CH:28][CH:29]=[CH:30][CH:31]=1)=[O:24])=[O:23])(=[O:21])[CH3:20].